Dataset: Forward reaction prediction with 1.9M reactions from USPTO patents (1976-2016). Task: Predict the product of the given reaction. (1) Given the reactants C([O:3][C:4](=[O:33])[CH2:5][N:6]1[CH2:15][CH2:14][C:13]2[C:8](=[CH:9][CH:10]=[C:11]([C:17]3[N:21]=[C:20]([C:22]4[CH:27]=[CH:26][C:25]([O:28][CH:29]([CH3:31])[CH3:30])=[C:24]([Cl:32])[CH:23]=4)[O:19][N:18]=3)[C:12]=2[CH3:16])[CH2:7]1)C.[OH-].[Na+], predict the reaction product. The product is: [Cl:32][C:24]1[CH:23]=[C:22]([C:20]2[O:19][N:18]=[C:17]([C:11]3[C:12]([CH3:16])=[C:13]4[C:8](=[CH:9][CH:10]=3)[CH2:7][N:6]([CH2:5][C:4]([OH:33])=[O:3])[CH2:15][CH2:14]4)[N:21]=2)[CH:27]=[CH:26][C:25]=1[O:28][CH:29]([CH3:30])[CH3:31]. (2) The product is: [OH:15][C@H:12]([CH2:13][CH3:14])[C@H:7]([CH3:6])[C:8](=[O:11])[CH2:9][CH3:10]. Given the reactants P([O-])([O-])([O-])=O.[CH3:6][CH:7]([C:12](=[O:15])[CH2:13][CH3:14])[C:8](=[O:11])[CH2:9][CH3:10].[Na+].[Cl-].O=C[C@@H]([C@H]([C@@H]([C@@H](CO)O)O)O)O.[OH-].[Na+], predict the reaction product.